Task: Predict the product of the given reaction.. Dataset: Forward reaction prediction with 1.9M reactions from USPTO patents (1976-2016) (1) Given the reactants [Cl:1][C:2]1[CH:17]=[N:16][C:5]2[NH:6][C:7]3[C:12]([C:4]=2[CH:3]=1)=[C:11](I)[CH:10]=[CH:9][C:8]=3[O:14][CH3:15].C(=O)([O-])[O-].[Na+].[Na+].C1(P(C2C=CC=CC=2)C2C=CC=CC=2)C=CC=CC=1.[CH2:43]([S:45]([C:48]1[CH:49]=[C:50](B(O)O)[CH:51]=[CH:52][CH:53]=1)(=[O:47])=[O:46])[CH3:44], predict the reaction product. The product is: [Cl:1][C:2]1[CH:17]=[N:16][C:5]2[NH:6][C:7]3[C:12]([C:4]=2[CH:3]=1)=[C:11]([C:50]1[CH:51]=[CH:52][CH:53]=[C:48]([S:45]([CH2:43][CH3:44])(=[O:46])=[O:47])[CH:49]=1)[CH:10]=[CH:9][C:8]=3[O:14][CH3:15]. (2) Given the reactants [Cl:1][C:2]1[C:3]2[C:10](I)=[CH:9][N:8]([C@H:12]3[CH2:17][CH2:16][C@H:15]([N:18]4[CH2:23][CH2:22][N:21]([CH3:24])[CH2:20][CH2:19]4)[CH2:14][CH2:13]3)[C:4]=2[N:5]=[CH:6][N:7]=1.[F:25][C:26]1[CH:27]=[C:28](B2OC(C)(C)C(C)(C)O2)[CH:29]=[CH:30][C:31]=1[O:32][C:33]1[CH:38]=[CH:37][CH:36]=[CH:35][CH:34]=1.ClC1C2C(C3C=CC(OC4C=CC=CC=4)=C(C=3)C#N)=CN([C@H]3CC[C@H](N4CCN(C)CC4)CC3)C=2N=CN=1.CO[C@@H]1[C@@H](C(OC)=O)[C@@H]2[C@@H](CN3[C@H](C2)C2NC4C=C(OC)C=CC=4C=2CC3)C[C@H]1OC(C1C=C(OC)C(OC)=C(OC)C=1)=O, predict the reaction product. The product is: [C:33]1([O:32][C:31]2[CH:30]=[CH:29][C:28]([C:10]3[C:3]4[C:2]([Cl:1])=[N:7][CH:6]=[N:5][C:4]=4[N:8]([C@H:12]4[CH2:17][CH2:16][C@H:15]([N:18]5[CH2:23][CH2:22][N:21]([CH3:24])[CH2:20][CH2:19]5)[CH2:14][CH2:13]4)[CH:9]=3)=[CH:27][C:26]=2[F:25])[CH:34]=[CH:35][CH:36]=[CH:37][CH:38]=1. (3) Given the reactants [NH2:1][C:2]1[C:3]([C:22]#[N:23])=[N:4][C:5]([C:9]2[CH:14]=[CH:13][C:12]([O:15][CH2:16][CH3:17])=[C:11]([C:18]([F:21])([F:20])[F:19])[CH:10]=2)=[CH:6][C:7]=1[NH2:8].[Cl:24][CH2:25][C:26](OCC)(OCC)OCC, predict the reaction product. The product is: [CH2:16]([O:15][C:12]1[CH:13]=[CH:14][C:9]([C:5]2[N:4]=[C:3]([C:22]#[N:23])[C:2]3[N:1]=[C:26]([CH2:25][Cl:24])[NH:8][C:7]=3[CH:6]=2)=[CH:10][C:11]=1[C:18]([F:21])([F:19])[F:20])[CH3:17]. (4) Given the reactants [Na+].[C:2]1([CH3:11])[CH:7]=[CH:6][C:5]([S:8]([O-:10])=[O:9])=[CH:4][CH:3]=1.Cl, predict the reaction product. The product is: [C:2]1([CH3:11])[CH:7]=[CH:6][C:5]([S:8]([OH:10])=[O:9])=[CH:4][CH:3]=1. (5) Given the reactants N[C:2]1[CH:9]=[CH:8][C:5]([C:6]#[N:7])=[CH:4][C:3]=1[CH2:10][CH3:11].Cl.N([O-])=O.[Na+].[I-:17].[K+], predict the reaction product. The product is: [CH2:10]([C:3]1[CH:4]=[C:5]([CH:8]=[CH:9][C:2]=1[I:17])[C:6]#[N:7])[CH3:11]. (6) Given the reactants [Br:1][C:2]1[CH:7]=[CH:6][C:5]([OH:8])=[C:4]([Cl:9])[CH:3]=1.S(C1C=CC(C)=CC=1)(O[CH2:14][CH2:15][O:16][CH2:17][CH2:18][O:19][CH3:20])(=O)=O, predict the reaction product. The product is: [Br:1][C:2]1[CH:7]=[CH:6][C:5]([O:8][CH2:14][CH2:15][O:16][CH2:17][CH2:18][O:19][CH3:20])=[C:4]([Cl:9])[CH:3]=1. (7) Given the reactants [CH3:1][N:2]([CH3:18])[C:3](=O)[C@@H:4]1[CH2:8][CH2:7][CH2:6][N:5]1[C:9]([C:11]1[CH:16]=[CH:15][CH:14]=[CH:13][CH:12]=1)=O.[H-].[H-].[H-].[H-].[Li+].[Al+3], predict the reaction product. The product is: [CH3:1][N:2]([CH3:18])[CH2:3][C@@H:4]1[CH2:8][CH2:7][CH2:6][N:5]1[CH2:9][C:11]1[CH:16]=[CH:15][CH:14]=[CH:13][CH:12]=1. (8) Given the reactants [Cl:1][C:2]1[C:10]([C:11]([F:14])([F:13])[F:12])=[CH:9][C:5]([C:6]([NH2:8])=O)=[C:4]([O:15][CH2:16][CH2:17][O:18][CH:19]([CH3:21])[CH3:20])[N:3]=1.O=P(Cl)(Cl)Cl.N1C=CC=CC=1.[OH-].[Na+], predict the reaction product. The product is: [Cl:1][C:2]1[C:10]([C:11]([F:14])([F:13])[F:12])=[CH:9][C:5]([C:6]#[N:8])=[C:4]([O:15][CH2:16][CH2:17][O:18][CH:19]([CH3:21])[CH3:20])[N:3]=1.